Dataset: Catalyst prediction with 721,799 reactions and 888 catalyst types from USPTO. Task: Predict which catalyst facilitates the given reaction. (1) Reactant: [NH:1]1[C:5]2[CH:6]=[CH:7][CH:8]=[CH:9][C:4]=2[N:3]=[C:2]1[C:10]([C:12]1[CH:29]=[CH:28][C:15]([O:16][C:17]2[N:27]=[CH:26][CH:25]=[CH:24][C:18]=2[C:19]([O:21]CC)=[O:20])=[CH:14][CH:13]=1)=[O:11].[OH-].[Na+]. Product: [NH:1]1[C:5]2[CH:6]=[CH:7][CH:8]=[CH:9][C:4]=2[N:3]=[C:2]1[C:10]([C:12]1[CH:13]=[CH:14][C:15]([O:16][C:17]2[N:27]=[CH:26][CH:25]=[CH:24][C:18]=2[C:19]([OH:21])=[O:20])=[CH:28][CH:29]=1)=[O:11]. The catalyst class is: 5. (2) Reactant: FC(F)(F)C(O)=O.[NH:8]1[CH2:13][CH2:12][CH2:11][CH:10]([C:14]2[N:18]3[CH2:19][CH2:20][CH2:21][C:17]3=[CH:16][N:15]=2)[CH2:9]1.C(N(CC)CC)C.Cl[C:30]1[N:35]=[C:34]([NH2:36])[C:33]([N+:37]([O-:39])=[O:38])=[CH:32][CH:31]=1. Product: [CH:16]1[N:15]=[C:14]([CH:10]2[CH2:11][CH2:12][CH2:13][N:8]([C:30]3[N:35]=[C:34]([NH2:36])[C:33]([N+:37]([O-:39])=[O:38])=[CH:32][CH:31]=3)[CH2:9]2)[N:18]2[CH2:19][CH2:20][CH2:21][C:17]=12. The catalyst class is: 10. (3) Reactant: [Li+].[OH-].O.C([O:6][C:7](=[O:19])[C:8]1[CH:13]=[C:12]([C:14]#[N:15])[C:11]([NH2:16])=[C:10]([CH3:17])[C:9]=1[OH:18])C. Product: [NH2:16][C:11]1[C:12]([C:14]#[N:15])=[CH:13][C:8]([C:7]([OH:19])=[O:6])=[C:9]([OH:18])[C:10]=1[CH3:17]. The catalyst class is: 40. (4) Reactant: C(C1NC=CN=1)(C1[NH:4]C=CN=1)=O.[CH3:13][C:14]1[CH:35]=[CH:34][CH:33]=[CH:32][C:15]=1[CH2:16][O:17][C:18]1[CH:23]=[CH:22][C:21]([CH:24]([C:29]#[C:30][CH3:31])[CH2:25][C:26](O)=[O:27])=[CH:20][CH:19]=1.[NH4+].[OH-].Cl. Product: [CH3:13][C:14]1[CH:35]=[CH:34][CH:33]=[CH:32][C:15]=1[CH2:16][O:17][C:18]1[CH:23]=[CH:22][C:21]([CH:24]([C:29]#[C:30][CH3:31])[CH2:25][C:26]([NH2:4])=[O:27])=[CH:20][CH:19]=1. The catalyst class is: 20. (5) Product: [C:1]([O:5][C:6]([N:8]1[CH2:9][CH:10]=[C:11]([C:14]2[CH:22]=[C:21]3[C:17]([C:18]([I:23])=[N:19][NH:20]3)=[CH:16][CH:15]=2)[CH2:12][CH2:13]1)=[O:7])([CH3:4])([CH3:2])[CH3:3]. The catalyst class is: 3. Reactant: [C:1]([O:5][C:6]([N:8]1[CH2:13][CH:12]=[C:11]([C:14]2[CH:22]=[C:21]3[C:17]([CH:18]=[N:19][NH:20]3)=[CH:16][CH:15]=2)[CH2:10][CH2:9]1)=[O:7])([CH3:4])([CH3:3])[CH3:2].[I:23]I.[OH-].[K+].[O-]S([O-])(=S)=O.[Na+].[Na+]. (6) Reactant: [NH2:1][C:2]1[CH:33]=[CH:32][C:31]([CH3:34])=[CH:30][C:3]=1[C:4]([N:6]([CH2:19][C:20]1[CH:25]=[CH:24][C:23]([C:26]([CH3:29])([CH3:28])[CH3:27])=[CH:22][CH:21]=1)[CH2:7][CH2:8][C:9]1[CH:14]=[CH:13][CH:12]=[C:11]([C:15]([F:18])([F:17])[F:16])[CH:10]=1)=[O:5].[Cl:35]N1C(=O)CCC1=O.O.C(Cl)Cl. Product: [NH2:1][C:2]1[C:33]([Cl:35])=[CH:32][C:31]([CH3:34])=[CH:30][C:3]=1[C:4]([N:6]([CH2:19][C:20]1[CH:21]=[CH:22][C:23]([C:26]([CH3:29])([CH3:28])[CH3:27])=[CH:24][CH:25]=1)[CH2:7][CH2:8][C:9]1[CH:14]=[CH:13][CH:12]=[C:11]([C:15]([F:16])([F:17])[F:18])[CH:10]=1)=[O:5]. The catalyst class is: 10.